Predict the reactants needed to synthesize the given product. From a dataset of Full USPTO retrosynthesis dataset with 1.9M reactions from patents (1976-2016). (1) Given the product [F:17][C:14]1[CH:15]=[CH:16][C:11]([N:6]2[C:5]3[CH:18]=[CH:19][C:2]([C:27]([OH:28])([C:29]4[C:37]5[C:32](=[CH:33][CH:34]=[CH:35][CH:36]=5)[N:31]([CH3:38])[CH:30]=4)[C:26]([F:25])([F:40])[F:39])=[CH:3][C:4]=3[N:8]([CH3:9])[C:7]2=[O:10])=[CH:12][CH:13]=1, predict the reactants needed to synthesize it. The reactants are: Br[C:2]1[CH:19]=[CH:18][C:5]2[N:6]([C:11]3[CH:16]=[CH:15][C:14]([F:17])=[CH:13][CH:12]=3)[C:7](=[O:10])[N:8]([CH3:9])[C:4]=2[CH:3]=1.C([Li])(C)(C)C.[F:25][C:26]([F:40])([F:39])[C:27]([C:29]1[C:37]2[C:32](=[CH:33][CH:34]=[CH:35][CH:36]=2)[N:31]([CH3:38])[CH:30]=1)=[O:28]. (2) Given the product [C:1]1([S:7]([NH:10][C:11]2[CH:29]=[CH:28][C:27]([Cl:30])=[CH:26][C:12]=2[C:13]([NH:15][C:16]2[CH:25]=[CH:24][C:19]([C:20]([OH:22])=[O:21])=[CH:18][CH:17]=2)=[O:14])(=[O:9])=[O:8])[CH:2]=[CH:3][CH:4]=[CH:5][CH:6]=1, predict the reactants needed to synthesize it. The reactants are: [C:1]1([S:7]([NH:10][C:11]2[CH:29]=[CH:28][C:27]([Cl:30])=[CH:26][C:12]=2[C:13]([NH:15][C:16]2[CH:25]=[CH:24][C:19]([C:20]([O:22]C)=[O:21])=[CH:18][CH:17]=2)=[O:14])(=[O:9])=[O:8])[CH:6]=[CH:5][CH:4]=[CH:3][CH:2]=1.Cl.O. (3) Given the product [CH2:2]([S:34]([C:17]1[CH:18]=[CH:19][CH:20]=[CH:15][C:16]=1[C:21]1[N:22]=[C:23]2[CH:28]=[CH:27][C:26]([C:29]([F:31])([F:32])[F:30])=[CH:25][N:24]2[CH:33]=1)(=[O:38])=[O:36])[CH3:11], predict the reactants needed to synthesize it. The reactants are: Cl[C:2]1C=C(C=C[CH:11]=1)C(OO)=O.C(S[C:15]1[CH:20]=[CH:19][CH:18]=[CH:17][C:16]=1[C:21]1[N:22]=[C:23]2[CH:28]=[CH:27][C:26]([C:29]([F:32])([F:31])[F:30])=[CH:25][N:24]2[CH:33]=1)C.[S:34]([O-:38])([O-])(=[O:36])=S.[Na+].[Na+]. (4) Given the product [F:14][C:15]1[CH:20]=[CH:19][CH:18]=[CH:17][C:16]=1[O:1][CH2:2][C:3]1[CH:8]=[CH:7][N:6]=[C:5]([C:9]([O:11][CH2:12][CH3:13])=[O:10])[CH:4]=1, predict the reactants needed to synthesize it. The reactants are: [OH:1][CH2:2][C:3]1[CH:8]=[CH:7][N:6]=[C:5]([C:9]([O:11][CH2:12][CH3:13])=[O:10])[CH:4]=1.[F:14][C:15]1[CH:20]=[CH:19][CH:18]=[CH:17][C:16]=1O.C(OC(N1CCCC(COC2C=CC=CC=2Cl)C1)=O)(C)(C)C. (5) Given the product [CH:1]1([N:6]2[CH2:12][CH2:11][C:10]3[CH:13]=[C:14]([O:17][CH2:18][C:19]4[CH:27]=[CH:26][C:22]([C:23]([N:48]5[CH2:52][CH2:51][CH2:50][CH2:49]5)=[O:24])=[CH:21][CH:20]=4)[CH:15]=[CH:16][C:9]=3[CH2:8][CH2:7]2)[CH2:2][CH2:3][CH2:4][CH2:5]1, predict the reactants needed to synthesize it. The reactants are: [CH:1]1([N:6]2[CH2:12][CH2:11][C:10]3[CH:13]=[C:14]([O:17][CH2:18][C:19]4[CH:27]=[CH:26][C:22]([C:23](O)=[O:24])=[CH:21][CH:20]=4)[CH:15]=[CH:16][C:9]=3[CH2:8][CH2:7]2)[CH2:5][CH2:4][CH2:3][CH2:2]1.C(N=C=NC(C)C)(C)C.O.ON1C2C=CC=CC=2N=N1.[NH:48]1[CH2:52][CH2:51][CH2:50][CH2:49]1. (6) Given the product [CH2:1]([C:8]1[C:17](=[O:18])[N:16]([OH:19])[C:11]2[N:12]=[CH:13][N:14]=[CH:15][C:10]=2[C:9]=1[OH:27])[C:2]1[CH:7]=[CH:6][CH:5]=[CH:4][CH:3]=1, predict the reactants needed to synthesize it. The reactants are: [CH2:1]([C:8]1[C:17](=[O:18])[N:16]([O:19]CC2C=CC=CC=2)[C:11]2[N:12]=[CH:13][N:14]=[CH:15][C:10]=2[C:9]=1[O:27]CC1C=CC=CC=1)[C:2]1[CH:7]=[CH:6][CH:5]=[CH:4][CH:3]=1.CO.[H][H]. (7) Given the product [Cl:1][C:2]1[CH:15]=[C:14]([CH:16]([CH3:18])[CH3:17])[C:5]([C:6]([NH:8][CH2:9][CH:10]2[CH2:13][CH2:12][CH2:11]2)=[O:7])=[CH:4][N:3]=1, predict the reactants needed to synthesize it. The reactants are: [Cl:1][C:2]1[CH:15]=[CH:14][C:5]([C:6]([NH:8][CH2:9][CH:10]2[CH2:13][CH2:12][CH2:11]2)=[O:7])=[CH:4][N:3]=1.[CH:16]([Mg]Cl)([CH3:18])[CH3:17].